This data is from Catalyst prediction with 721,799 reactions and 888 catalyst types from USPTO. The task is: Predict which catalyst facilitates the given reaction. (1) Reactant: [Cl:1][C:2]1[NH:6][C:5]([C:7]([NH2:9])=[O:8])=[C:4]([C:10]2[CH:15]=[CH:14][C:13]([NH2:16])=[CH:12][CH:11]=2)[CH:3]=1.[F:17][C:18]1[CH:23]=[CH:22][C:21]([C:24]([F:27])([F:26])[F:25])=[CH:20][C:19]=1[N:28]=[C:29]=[O:30]. Product: [Cl:1][C:2]1[NH:6][C:5]([C:7]([NH2:9])=[O:8])=[C:4]([C:10]2[CH:15]=[CH:14][C:13]([NH:16][C:29]([NH:28][C:19]3[CH:20]=[C:21]([C:24]([F:25])([F:27])[F:26])[CH:22]=[CH:23][C:18]=3[F:17])=[O:30])=[CH:12][CH:11]=2)[CH:3]=1. The catalyst class is: 7. (2) Reactant: [NH2:1][C:2]1[CH:3]=[C:4]([CH:40]=[C:41]([F:43])[CH:42]=1)[O:5][C:6]1[C:7]2[C:30]([Cl:31])=[CH:29][N:28]([CH2:32][O:33][CH2:34][CH2:35][Si:36]([CH3:39])([CH3:38])[CH3:37])[C:8]=2[N:9]=[C:10]([NH:12][C:13]2[CH:18]=[CH:17][C:16]([N:19]3[CH2:24][CH2:23][N:22]([CH3:25])[CH2:21][CH2:20]3)=[CH:15][C:14]=2[O:26][CH3:27])[N:11]=1.CCN(C(C)C)C(C)C.[C:53](Cl)(=[O:56])[CH:54]=[CH2:55]. Product: [Cl:31][C:30]1[C:7]2[C:6]([O:5][C:4]3[CH:3]=[C:2]([NH:1][C:53](=[O:56])[CH:54]=[CH2:55])[CH:42]=[C:41]([F:43])[CH:40]=3)=[N:11][C:10]([NH:12][C:13]3[CH:18]=[CH:17][C:16]([N:19]4[CH2:20][CH2:21][N:22]([CH3:25])[CH2:23][CH2:24]4)=[CH:15][C:14]=3[O:26][CH3:27])=[N:9][C:8]=2[N:28]([CH2:32][O:33][CH2:34][CH2:35][Si:36]([CH3:37])([CH3:38])[CH3:39])[CH:29]=1. The catalyst class is: 2. (3) Reactant: [C:1]([O:5][C:6](=[O:16])[NH:7][CH2:8][CH2:9][CH2:10][CH2:11][NH:12][CH2:13][CH2:14][CH3:15])([CH3:4])([CH3:3])[CH3:2].C(N(CC)CC)C.Br[CH2:25][C:26]([O:28][CH2:29][CH3:30])=[O:27]. Product: [CH2:29]([O:28][C:26](=[O:27])[CH2:25][N:12]([CH2:11][CH2:10][CH2:9][CH2:8][NH:7][C:6]([O:5][C:1]([CH3:4])([CH3:3])[CH3:2])=[O:16])[CH2:13][CH2:14][CH3:15])[CH3:30]. The catalyst class is: 22. (4) Reactant: [Cl:1][C:2]1[CH:3]=[C:4]([C@H:9]2[C@@H:15]([CH2:16]I)[O:14][CH2:13][CH2:12][N:11]([C:18]([O:20][C:21]([CH3:24])([CH3:23])[CH3:22])=[O:19])[CH2:10]2)[CH:5]=[CH:6][C:7]=1[Cl:8].[N:25]1[NH:26][C:27](=[O:31])[CH:28]=[CH:29][CH:30]=1.C(=O)([O-])[O-].[K+].[K+].O. Product: [Cl:1][C:2]1[CH:3]=[C:4]([C@H:9]2[C@@H:15]([CH2:16][N:26]3[C:27](=[O:31])[CH:28]=[CH:29][CH:30]=[N:25]3)[O:14][CH2:13][CH2:12][N:11]([C:18]([O:20][C:21]([CH3:24])([CH3:23])[CH3:22])=[O:19])[CH2:10]2)[CH:5]=[CH:6][C:7]=1[Cl:8]. The catalyst class is: 3.